This data is from Reaction yield outcomes from USPTO patents with 853,638 reactions. The task is: Predict the reaction yield, written as a fraction of the theoretical maximum amount of product (1.0 means a 100% yield; for example, 0.34 means a 34% yield). (1) The reactants are [C:1]([O:5][C:6]([NH:8][C:9]1[CH:10]=[N:11][CH:12]=[CH:13][CH:14]=1)=[O:7])([CH3:4])([CH3:3])[CH3:2].[CH:15](N1CCCCC1)=[O:16].O. The catalyst is O1CCCC1. The product is [CH:15]([C:14]1[CH:13]=[CH:12][N:11]=[CH:10][C:9]=1[NH:8][C:6](=[O:7])[O:5][C:1]([CH3:4])([CH3:2])[CH3:3])=[O:16]. The yield is 0.800. (2) The reactants are [NH2:1][C:2]1[CH:31]=[CH:30][C:5]2[NH:6][C:7]([C:12]3[C:13](=[O:29])[C:14]([CH2:24][CH:25]4[CH2:28][CH2:27][CH2:26]4)([CH3:23])[C:15]4[C:20]([C:21]=3[OH:22])=[CH:19][CH:18]=[CH:17][CH:16]=4)=[N:8][S:9](=[O:11])(=[O:10])[C:4]=2[CH:3]=1.N1C=CC=CC=1.[CH3:38][S:39](Cl)(=[O:41])=[O:40]. The catalyst is ClCCl. The product is [CH:25]1([CH2:24][C:14]2([CH3:23])[C:15]3[C:20](=[CH:19][CH:18]=[CH:17][CH:16]=3)[C:21]([OH:22])=[C:12]([C:7]3[NH:6][C:5]4[CH:30]=[CH:31][C:2]([NH:1][S:39]([CH3:38])(=[O:41])=[O:40])=[CH:3][C:4]=4[S:9](=[O:11])(=[O:10])[N:8]=3)[C:13]2=[O:29])[CH2:28][CH2:27][CH2:26]1. The yield is 0.840. (3) The reactants are [Br:1][C:2]1[CH:3]=[CH:4][C:5]([C:9]2[C:17]3[C:12](=[CH:13][N:14]=[C:15]([C:18]4[CH:19]=[N:20][CH:21]=[CH:22][CH:23]=4)[CH:16]=3)[N:11](COCC[Si](C)(C)C)[N:10]=2)=[N:6][C:7]=1F.Cl.[NH:33]1[CH2:37][CH2:36][C@@H:35]([OH:38])[CH2:34]1. No catalyst specified. The product is [Br:1][C:2]1[C:7]([N:33]2[CH2:37][CH2:36][C@@H:35]([OH:38])[CH2:34]2)=[N:6][C:5]([C:9]2[C:17]3[C:12](=[CH:13][N:14]=[C:15]([C:18]4[CH:19]=[N:20][CH:21]=[CH:22][CH:23]=4)[CH:16]=3)[NH:11][N:10]=2)=[CH:4][CH:3]=1. The yield is 0.0960. (4) The reactants are [F:1][C:2]1[CH:25]=[C:24]([N+:26]([O-:28])=[O:27])[CH:23]=[CH:22][C:3]=1[O:4][C:5]1[CH:10]=[CH:9][N:8]=[C:7]2[CH:11]=[C:12]([C:14]3[CH:15]=[C:16]([OH:21])[C:17]([OH:20])=[CH:18][CH:19]=3)[S:13][C:6]=12.Br[CH2:30][CH2:31][CH2:32][Cl:33].C(=O)([O-])[O-].[Cs+].[Cs+]. The catalyst is CN(C=O)C.CCOC(C)=O. The product is [Cl:33][CH2:32][CH2:31][CH2:30][O:21][C:16]1[CH:15]=[C:14]([C:12]2[S:13][C:6]3[C:7](=[N:8][CH:9]=[CH:10][C:5]=3[O:4][C:3]3[CH:22]=[CH:23][C:24]([N+:26]([O-:28])=[O:27])=[CH:25][C:2]=3[F:1])[CH:11]=2)[CH:19]=[CH:18][C:17]=1[O:20][CH2:30][CH2:31][CH2:32][Cl:33]. The yield is 0.620. (5) The reactants are [Br:1][C:2]1[CH:7]=[CH:6][C:5]([CH2:8][C:9]([OH:11])=O)=[CH:4][CH:3]=1.S(Cl)([Cl:14])=O. No catalyst specified. The product is [Br:1][C:2]1[CH:7]=[CH:6][C:5]([CH2:8][C:9]([Cl:14])=[O:11])=[CH:4][CH:3]=1. The yield is 0.920. (6) The reactants are C([O:6][CH3:7])(OC)OC.[CH3:8][N:9]([CH3:19])[CH2:10][CH2:11][CH2:12][C:13]1[CH2:17][C:16]([CH3:18])=[N:15][CH:14]=1. The catalyst is C(O)(C(F)(F)F)=O. The product is [CH3:19][N:9]([CH3:8])[CH2:10][CH2:11][CH2:12][C:13]1[CH:17]=[C:16]([CH3:18])[NH:15][C:14]=1[CH:7]=[O:6]. The yield is 0.780. (7) The reactants are [Br:1][C:2]1[CH:9]=[CH:8][C:7]([OH:10])=[CH:6][C:3]=1[CH:4]=[O:5].Cl.Cl[CH2:13][CH2:14][N:15]1[CH2:20][CH2:19][O:18][CH2:17][CH2:16]1.C([O-])([O-])=O.[K+].[K+]. The catalyst is CN(C=O)C. The product is [Br:1][C:2]1[CH:9]=[CH:8][C:7]([O:10][CH2:13][CH2:14][N:15]2[CH2:20][CH2:19][O:18][CH2:17][CH2:16]2)=[CH:6][C:3]=1[CH:4]=[O:5]. The yield is 0.720. (8) The reactants are [H-].[Na+].[CH:3]1([N:6]2[CH:10]=[N:9][N:8]=[C:7]2[C:11]2[CH:12]=[C:13]([NH:17][C:18]([C:20]3[CH:25]=[C:24]([C:26]4[CH:27]=[N:28][C:29](F)=[CH:30][CH:31]=4)[CH:23]=[CH:22][N:21]=3)=[O:19])[CH:14]=[CH:15][CH:16]=2)[CH2:5][CH2:4]1.[CH:33]1([OH:37])[CH2:36][CH2:35][CH2:34]1. No catalyst specified. The product is [CH:33]1([O:37][C:29]2[N:28]=[CH:27][C:26]([C:24]3[CH:23]=[CH:22][N:21]=[C:20]([C:18]([NH:17][C:13]4[CH:14]=[CH:15][CH:16]=[C:11]([C:7]5[N:6]([CH:3]6[CH2:5][CH2:4]6)[CH:10]=[N:9][N:8]=5)[CH:12]=4)=[O:19])[CH:25]=3)=[CH:31][CH:30]=2)[CH2:36][CH2:35][CH2:34]1. The yield is 0.550.